From a dataset of Peptide-MHC class I binding affinity with 185,985 pairs from IEDB/IMGT. Regression. Given a peptide amino acid sequence and an MHC pseudo amino acid sequence, predict their binding affinity value. This is MHC class I binding data. (1) The peptide sequence is GMYYPTNDI. The MHC is HLA-A02:02 with pseudo-sequence HLA-A02:02. The binding affinity (normalized) is 0.633. (2) The peptide sequence is ETLGYCMIR. The MHC is HLA-A11:01 with pseudo-sequence HLA-A11:01. The binding affinity (normalized) is 0.0634. (3) The peptide sequence is SQVRVPTVF. The MHC is HLA-A25:01 with pseudo-sequence HLA-A25:01. The binding affinity (normalized) is 0.0847. (4) The peptide sequence is ILIGVIITW. The MHC is HLA-B57:01 with pseudo-sequence HLA-B57:01. The binding affinity (normalized) is 0.458. (5) The peptide sequence is ILGAQALPVY. The MHC is HLA-A01:01 with pseudo-sequence HLA-A01:01. The binding affinity (normalized) is 0. (6) The peptide sequence is WTEHRQVRY. The MHC is HLA-A24:02 with pseudo-sequence HLA-A24:02. The binding affinity (normalized) is 0.0847. (7) The peptide sequence is AEWDRVHPV. The MHC is HLA-A68:02 with pseudo-sequence HLA-A68:02. The binding affinity (normalized) is 0. (8) The peptide sequence is DPMVIENGIL. The MHC is HLA-B51:01 with pseudo-sequence HLA-B51:01. The binding affinity (normalized) is 0.141.